This data is from Full USPTO retrosynthesis dataset with 1.9M reactions from patents (1976-2016). The task is: Predict the reactants needed to synthesize the given product. (1) Given the product [Br:1][CH2:2][CH2:3][CH2:4][CH2:5][CH2:6][CH2:7][O:8][Si:18]([C:14]([CH3:17])([CH3:16])[CH3:15])([CH3:20])[CH3:19], predict the reactants needed to synthesize it. The reactants are: [Br:1][CH2:2][CH2:3][CH2:4][CH2:5][CH2:6][CH2:7][OH:8].N1C=CN=C1.[C:14]([Si:18](Cl)([CH3:20])[CH3:19])([CH3:17])([CH3:16])[CH3:15].O. (2) Given the product [C:33]([C:28]1[CH:29]=[CH:30][C:25]([C:23]2[N:24]=[C:20]3[N:19]=[CH:18][CH:17]=[C:16]([C:8]4[CH:9]=[CH:10][C:11]([O:12][CH:13]([F:15])[F:14])=[C:6]([O:5][CH2:4][CH:1]5[CH2:3][CH2:2]5)[CH:7]=4)[N:21]3[N:22]=2)=[CH:26][N:27]=1)#[N:34].[C:43]([C:26]1[N:27]=[CH:28][CH:29]=[CH:30][C:25]=1[C:23]1[N:24]=[C:20]2[N:19]=[CH:18][CH:17]=[C:16]([C:8]3[CH:9]=[CH:10][C:11]([O:12][CH:13]([F:15])[F:14])=[C:6]([O:5][CH2:4][CH:1]4[CH2:3][CH2:2]4)[CH:7]=3)[N:21]2[N:22]=1)#[N:44], predict the reactants needed to synthesize it. The reactants are: [CH:1]1([CH2:4][O:5][C:6]2[CH:7]=[C:8]([C:16]3[N:21]4[N:22]=[C:23]([C:25]5[CH:26]=[N+:27]([O-])[CH:28]=[CH:29][CH:30]=5)[N:24]=[C:20]4[N:19]=[CH:18][CH:17]=3)[CH:9]=[CH:10][C:11]=2[O:12][CH:13]([F:15])[F:14])[CH2:3][CH2:2]1.C[CH2:33][N:34](CC)CC.[Si]([C:43]#[N:44])(C)(C)C. (3) Given the product [N:28]1[CH:27]=[CH:26][N:23]2[CH:24]=[CH:25][C:20]([C:2]3[N:7]=[C:6]([CH2:8][C:9](=[O:11])[CH3:10])[CH:5]=[CH:4][CH:3]=3)=[CH:21][C:22]=12, predict the reactants needed to synthesize it. The reactants are: Cl[C:2]1[N:7]=[C:6]([CH2:8][C:9](=[O:11])[CH3:10])[CH:5]=[CH:4][CH:3]=1.CC1(C)C(C)(C)OB([C:20]2[CH:25]=[CH:24][N:23]3[CH:26]=[CH:27][N:28]=[C:22]3[CH:21]=2)O1. (4) The reactants are: [Cl:1][C:2]1[CH:7]=[CH:6][C:5]([CH2:8][N:9]2[CH2:13][CH2:12][NH:11][C:10]2=[CH:14][N+:15]([O-:17])=[O:16])=[CH:4][N:3]=1.C(#N)C.[CH:21](=[O:25])[C:22]([CH3:24])=[CH2:23]. Given the product [Cl:1][C:2]1[N:3]=[CH:4][C:5]([CH2:8][N:9]2[C:10]3=[C:14]([N+:15]([O-:17])=[O:16])[CH2:23][CH:22]([CH3:24])[CH:21]([OH:25])[N:11]3[CH2:12][CH2:13]2)=[CH:6][CH:7]=1, predict the reactants needed to synthesize it. (5) Given the product [C:1]1([CH3:15])[CH:6]=[CH:5][CH:4]=[CH:3][C:2]=1[O:7][C:8]1[CH:13]=[CH:12][CH:11]=[CH:10][C:9]=1[C:24]([C@@H:26]1[CH2:31][CH2:30][CH2:29][N:28]([C:32]([O:34][C:35]([CH3:38])([CH3:37])[CH3:36])=[O:33])[CH2:27]1)=[O:25], predict the reactants needed to synthesize it. The reactants are: [C:1]1([CH3:15])[CH:6]=[CH:5][CH:4]=[CH:3][C:2]=1[O:7][C:8]1[CH:13]=[CH:12][CH:11]=[CH:10][C:9]=1I.[Li]CCCC.CON(C)[C:24]([C@@H:26]1[CH2:31][CH2:30][CH2:29][N:28]([C:32]([O:34][C:35]([CH3:38])([CH3:37])[CH3:36])=[O:33])[CH2:27]1)=[O:25].[NH4+].[Cl-].